This data is from Full USPTO retrosynthesis dataset with 1.9M reactions from patents (1976-2016). The task is: Predict the reactants needed to synthesize the given product. Given the product [C:30]([O:29][C:27]([N:25]1[CH2:26][C@@H:22]([O:21][C:7]2[C:6]3[C:11](=[C:2]([Cl:1])[C:3]([O:38][CH3:39])=[CH:4][CH:5]=3)[N:10]=[C:9]([N:12]3[CH:16]=[CH:15][C:14]([C:17]([F:20])([F:18])[F:19])=[N:13]3)[CH:8]=2)[CH2:23][C@H:24]1[C:34]([OH:36])=[O:35])=[O:28])([CH3:33])([CH3:31])[CH3:32], predict the reactants needed to synthesize it. The reactants are: [Cl:1][C:2]1[C:3]([O:38][CH3:39])=[CH:4][CH:5]=[C:6]2[C:11]=1[N:10]=[C:9]([N:12]1[CH:16]=[CH:15][C:14]([C:17]([F:20])([F:19])[F:18])=[N:13]1)[CH:8]=[C:7]2[O:21][C@@H:22]1[CH2:26][N:25]([C:27]([O:29][C:30]([CH3:33])([CH3:32])[CH3:31])=[O:28])[C@H:24]([C:34]([O:36]C)=[O:35])[CH2:23]1.[Li+].[OH-].O.Cl.